Dataset: Forward reaction prediction with 1.9M reactions from USPTO patents (1976-2016). Task: Predict the product of the given reaction. (1) Given the reactants C(O[C:4]([C:6]1[C:7]2[S:15][CH:14]=[C:13]([CH2:16][O:17][C:18]3[CH:23]=[CH:22][C:21]([Br:24])=[CH:20][CH:19]=3)[C:8]=2[C:9]([NH2:12])=[N:10][CH:11]=1)=[O:5])C.[CH2:25]([CH2:27][NH2:28])[OH:26], predict the reaction product. The product is: [OH:26][CH2:25][CH2:27][NH:28][C:4]([C:6]1[C:7]2[S:15][CH:14]=[C:13]([CH2:16][O:17][C:18]3[CH:23]=[CH:22][C:21]([Br:24])=[CH:20][CH:19]=3)[C:8]=2[C:9]([NH2:12])=[N:10][CH:11]=1)=[O:5]. (2) Given the reactants [CH:1]1([N:4]([CH:18]2[CH2:23][CH2:22][NH:21][CH2:20][CH2:19]2)[S:5]([C:8]2[CH:13]=[CH:12][CH:11]=[C:10]([C:14]([F:17])([F:16])[F:15])[CH:9]=2)(=[O:7])=[O:6])[CH2:3][CH2:2]1.C(N(CC)CC)C.[C:31](Cl)(=[O:34])[CH:32]=[CH2:33], predict the reaction product. The product is: [C:31]([N:21]1[CH2:22][CH2:23][CH:18]([N:4]([CH:1]2[CH2:3][CH2:2]2)[S:5]([C:8]2[CH:13]=[CH:12][CH:11]=[C:10]([C:14]([F:17])([F:15])[F:16])[CH:9]=2)(=[O:6])=[O:7])[CH2:19][CH2:20]1)(=[O:34])[CH:32]=[CH2:33]. (3) Given the reactants [Br:1][C:2]1[NH:6][C:5]([C@@H:7]2[CH2:11][CH2:10][CH2:9][N:8]2[C:12]([O:14]C(C)(C)C)=O)=[N:4][CH:3]=1.Cl.[CH3:20][O:21][C@H:22]([CH3:32])[C@H:23]([NH:27][C:28]([O:30][CH3:31])=[O:29])C(O)=O.CN(C(ON1N=NC2C=CC=NC1=2)=[N+](C)C)C.F[P-](F)(F)(F)(F)F.CCN(C(C)C)C(C)C.[Li+].[OH-], predict the reaction product. The product is: [Br:1][C:2]1[NH:6][C:5]([C@@H:7]2[CH2:11][CH2:10][CH2:9][N:8]2[C:12](=[O:14])[C@@H:23]([NH:27][C:28](=[O:29])[O:30][CH3:31])[C@H:22]([O:21][CH3:20])[CH3:32])=[N:4][CH:3]=1. (4) The product is: [C:32]1([C:56]2[CH:61]=[CH:60][CH:59]=[CH:58][CH:57]=2)[CH:37]=[CH:36][CH:35]=[C:34]([NH:38][C@@H:39]([CH2:43][C:44]2[CH:49]=[CH:48][C:47]([O:50][CH3:51])=[C:46]([O:52][CH3:53])[C:45]=2[O:54][CH3:55])[C:6]([NH:7][C@H:8]([C:10](=[O:30])[NH:11][C@H:12]([B:17]2[O:25][C@H:24]3[C@:19]([CH3:29])([C@H:20]4[CH2:26][C@@H:22]([CH2:23]3)[C:21]4([CH3:28])[CH3:27])[O:18]2)[CH2:13][CH:14]([CH3:15])[CH3:16])[CH3:9])=[O:31])[CH:33]=1. Given the reactants C(O[C:6](=[O:31])[NH:7][C@H:8]([C:10](=[O:30])[NH:11][C@H:12]([B:17]1[O:25][C@H:24]2[C@:19]([CH3:29])([C@H:20]3[CH2:26][C@@H:22]([CH2:23]2)[C:21]3([CH3:28])[CH3:27])[O:18]1)[CH2:13][CH:14]([CH3:16])[CH3:15])[CH3:9])(C)(C)C.[C:32]1([C:56]2[CH:61]=[CH:60][CH:59]=[CH:58][CH:57]=2)[CH:37]=[CH:36][CH:35]=[C:34]([NH:38][C@@H:39]([CH2:43][C:44]2[CH:49]=[CH:48][C:47]([O:50][CH3:51])=[C:46]([O:52][CH3:53])[C:45]=2[O:54][CH3:55])C(O)=O)[CH:33]=1, predict the reaction product. (5) Given the reactants [O:1]=[C:2]1[CH:7]=[CH:6][N:5]([C:8]2[CH:13]=[CH:12][CH:11]=[C:10]([C:14]([F:17])([F:16])[F:15])[CH:9]=2)[N:4]=[C:3]1[C:18]([NH2:20])=[O:19].CO[CH:23](OC)[N:24]([CH3:26])[CH3:25], predict the reaction product. The product is: [CH3:23][N:24]([CH:26]=[N:20][C:18]([C:3]1[C:2](=[O:1])[CH:7]=[CH:6][N:5]([C:8]2[CH:13]=[CH:12][CH:11]=[C:10]([C:14]([F:17])([F:16])[F:15])[CH:9]=2)[N:4]=1)=[O:19])[CH3:25].